From a dataset of Forward reaction prediction with 1.9M reactions from USPTO patents (1976-2016). Predict the product of the given reaction. (1) The product is: [Cl:1][C:2]1[N:10]=[C:9]2[C:5]([N:6]=[C:7]([CH:12]=[C:42]3[CH2:41][N:40]([C:33]([O:35][C:36]([CH3:39])([CH3:38])[CH3:37])=[O:34])[CH2:43]3)[N:8]2[CH3:11])=[C:4]([N:19]2[CH2:20][CH2:21][O:22][CH2:23][CH2:24]2)[N:3]=1. Given the reactants [Cl:1][C:2]1[N:10]=[C:9]2[C:5]([N:6]=[C:7]([CH2:12]P(=O)(OC)OC)[N:8]2[CH3:11])=[C:4]([N:19]2[CH2:24][CH2:23][O:22][CH2:21][CH2:20]2)[N:3]=1.[Li+].CC([N-]C(C)C)C.[C:33]([N:40]1[CH2:43][C:42](=O)[CH2:41]1)([O:35][C:36]([CH3:39])([CH3:38])[CH3:37])=[O:34], predict the reaction product. (2) Given the reactants C[O:2][C:3](=O)[CH2:4][CH2:5][CH2:6][C:7]1[CH:16]=[CH:15][CH:14]=[C:13]2[C:8]=1[CH:9]=[CH:10][C:11]([NH:17][CH2:18][C:19]1[O:20][C:21]([CH3:24])=[CH:22][CH:23]=1)=[N:12]2.[BH4-].[Li+], predict the reaction product. The product is: [CH3:24][C:21]1[O:20][C:19]([CH2:18][NH:17][C:11]2[CH:10]=[CH:9][C:8]3[C:13](=[CH:14][CH:15]=[CH:16][C:7]=3[CH2:6][CH2:5][CH2:4][CH2:3][OH:2])[N:12]=2)=[CH:23][CH:22]=1. (3) Given the reactants [Cl:1][C:2]1[CH:3]=[C:4]2[C:8](=[CH:9][CH:10]=1)[N:7]([S:11]([C:14]1[CH:19]=[CH:18][C:17]([O:20][CH3:21])=[CH:16][C:15]=1[O:22][CH3:23])(=[O:13])=[O:12])[C:6](=[O:24])[C:5]2([N:33]1[CH2:37][C@H:36]([OH:38])[CH2:35][C@H:34]1[C:39]([N:41]([CH3:43])[CH3:42])=[O:40])[C:25]1[CH:30]=[CH:29][CH:28]=[CH:27][C:26]=1[O:31][CH3:32].[C:44](OC(=O)C)(=[O:46])[CH3:45], predict the reaction product. The product is: [C:44]([O:38][C@@H:36]1[CH2:35][C@@H:34]([C:39]([N:41]([CH3:43])[CH3:42])=[O:40])[N:33]([C@@:5]2([C:25]3[CH:30]=[CH:29][CH:28]=[CH:27][C:26]=3[O:31][CH3:32])[C:4]3[C:8](=[CH:9][CH:10]=[C:2]([Cl:1])[CH:3]=3)[N:7]([S:11]([C:14]3[CH:19]=[CH:18][C:17]([O:20][CH3:21])=[CH:16][C:15]=3[O:22][CH3:23])(=[O:12])=[O:13])[C:6]2=[O:24])[CH2:37]1)(=[O:46])[CH3:45]. (4) Given the reactants [Cl:1][C:2]1[C:3]([CH3:29])=[C:4]([CH:26]=[CH:27][CH:28]=1)[CH2:5][N:6]1[C:10]2=[N:11][C:12]([N:19]3[CH2:24][CH2:23][O:22][CH2:21][CH2:20]3)=[CH:13][C:14]([C:15]([O:17]C)=[O:16])=[C:9]2[N:8]=[C:7]1[CH3:25], predict the reaction product. The product is: [Cl:1][C:2]1[C:3]([CH3:29])=[C:4]([CH:26]=[CH:27][CH:28]=1)[CH2:5][N:6]1[C:10]2=[N:11][C:12]([N:19]3[CH2:20][CH2:21][O:22][CH2:23][CH2:24]3)=[CH:13][C:14]([C:15]([OH:17])=[O:16])=[C:9]2[N:8]=[C:7]1[CH3:25]. (5) Given the reactants C([O:8][C:9]1[CH:14]=[CH:13][C:12]([C:15]2[NH:16][C:17](=[O:27])[C:18]3[C:23]([CH:24]=2)=[CH:22][CH:21]=[C:20]([O:25][CH3:26])[CH:19]=3)=[CH:11][CH:10]=1)C1C=CC=CC=1.[OH:8][C:9]1[CH:10]=[CH:11][C:12]([C:15]2[NH:16][C:17](=[O:27])[C:18]3[C:23]([CH:24]=2)=[CH:22][CH:21]=[C:20]([O:25][CH3:26])[CH:19]=3)=[CH:13][CH:14]=1, predict the reaction product. The product is: [OH:8][C:9]1[CH:10]=[CH:11][C:12]([C:15]2[NH:16][C:17](=[O:27])[C:18]3[C:23]([CH:24]=2)=[CH:22][CH:21]=[C:20]([O:25][CH3:26])[CH:19]=3)=[CH:13][CH:14]=1. (6) Given the reactants [F:1][C:2]1[CH:10]=[C:9]2[C:5]([CH2:6][CH2:7][N:8]2[S:11]([C:14]2[CH:19]=[CH:18][C:17]([CH3:20])=[CH:16][CH:15]=2)(=[O:13])=[O:12])=[CH:4][C:3]=1[C:21]#[C:22][CH2:23][CH2:24][CH2:25][OH:26].C(N(C(C)C)CC)(C)C.[CH3:36][S:37](Cl)(=[O:39])=[O:38].Cl, predict the reaction product. The product is: [F:1][C:2]1[CH:10]=[C:9]2[C:5]([CH2:6][CH2:7][N:8]2[S:11]([C:14]2[CH:19]=[CH:18][C:17]([CH3:20])=[CH:16][CH:15]=2)(=[O:13])=[O:12])=[CH:4][C:3]=1[C:21]#[C:22][CH2:23][CH2:24][CH2:25][O:26][S:37]([CH3:36])(=[O:39])=[O:38]. (7) Given the reactants [NH2:1][C:2]1[C:3]([C:11]2[CH:20]=[CH:19][C:14]([C:15]([O:17]C)=[O:16])=[C:13]([F:21])[CH:12]=2)=[N:4][C:5]([CH:8]2[CH2:10][CH2:9]2)=[CH:6][N:7]=1.[Li+].[OH-].Cl, predict the reaction product. The product is: [NH2:1][C:2]1[C:3]([C:11]2[CH:20]=[CH:19][C:14]([C:15]([OH:17])=[O:16])=[C:13]([F:21])[CH:12]=2)=[N:4][C:5]([CH:8]2[CH2:9][CH2:10]2)=[CH:6][N:7]=1.